This data is from Full USPTO retrosynthesis dataset with 1.9M reactions from patents (1976-2016). The task is: Predict the reactants needed to synthesize the given product. Given the product [Cl:6][C:7]1[CH:12]=[CH:11][CH:10]=[C:9]([F:13])[C:8]=1[C:15]([O:17][CH3:18])=[O:16], predict the reactants needed to synthesize it. The reactants are: C([Li])CCC.[Cl:6][C:7]1[CH:12]=[CH:11][CH:10]=[C:9]([F:13])[CH:8]=1.Cl[C:15]([O:17][CH3:18])=[O:16].O.